From a dataset of Reaction yield outcomes from USPTO patents with 853,638 reactions. Predict the reaction yield, written as a fraction of the theoretical maximum amount of product (1.0 means a 100% yield; for example, 0.34 means a 34% yield). (1) The reactants are [N:1]12[CH2:8][CH2:7][C:4]([C:9]([C:17]3[CH:22]=[CH:21][CH:20]=[CH:19][CH:18]=3)([C:11]3[CH:16]=[CH:15][CH:14]=[CH:13][CH:12]=3)[OH:10])([CH2:5][CH2:6]1)[CH2:3][CH2:2]2.[Br:23][CH2:24][CH2:25][O:26][CH:27]1[CH2:32][CH2:31][CH2:30][CH2:29][O:28]1. The catalyst is CC#N. The product is [Br-:23].[OH:10][C:9]([C:17]1[CH:22]=[CH:21][CH:20]=[CH:19][CH:18]=1)([C:11]1[CH:12]=[CH:13][CH:14]=[CH:15][CH:16]=1)[C:4]12[CH2:5][CH2:6][N+:1]([CH2:24][CH2:25][O:26][CH:27]3[CH2:32][CH2:31][CH2:30][CH2:29][O:28]3)([CH2:2][CH2:3]1)[CH2:8][CH2:7]2. The yield is 0.316. (2) The reactants are [CH3:1][N:2]([CH3:20])[C:3]([C:5]1[N:14]([CH:15]2[CH2:19][CH2:18][CH2:17][CH2:16]2)[C:8]2[N:9]=[C:10](Cl)[N:11]=[CH:12][C:7]=2[CH:6]=1)=[O:4].C([Si](C)(C)[O:26][C@H:27]1[CH2:31]C[N:29](/[CH:32]=[CH:33]/[NH:34][C:35](=[NH:38])[CH:36]=[CH2:37])[CH2:28]1)(C)(C)C.CCCC[N+](CCCC)(CCCC)CCCC.[F-]. No catalyst specified. The product is [CH3:1][N:2]([CH3:20])[C:3]([C:5]1[N:14]([CH:15]2[CH2:19][CH2:18][CH2:17][CH2:16]2)[C:8]2[N:9]=[C:10]([NH:38][C:35]3[CH:36]=[CH:37][C:32]([N:29]4[CH2:28][CH:27]([OH:26])[CH2:31]4)=[CH:33][N:34]=3)[N:11]=[CH:12][C:7]=2[CH:6]=1)=[O:4]. The yield is 0.460. (3) The reactants are [CH3:1][C:2]1([CH3:40])[CH2:13][C:12]2[CH:11]=[C:10]3[N:5]([CH2:6][CH2:7][N:8]([C:15]4[C:20]([CH:21]=[O:22])=[C:19]([C:23]5[CH:28]=[C:27]([NH:29][C:30]6[CH:35]=[C:34]([CH3:36])[N:33]=[C:32]([CH3:37])[N:31]=6)[C:26](=[O:38])[N:25]([CH3:39])[CH:24]=5)[CH:18]=[CH:17][N:16]=4)[C:9]3=[O:14])[C:4]=2[CH2:3]1.[BH4-].[Na+]. The catalyst is CO. The product is [CH3:37][C:32]1[N:31]=[C:30]([NH:29][C:27]2[C:26](=[O:38])[N:25]([CH3:39])[CH:24]=[C:23]([C:19]3[CH:18]=[CH:17][N:16]=[C:15]([N:8]4[CH2:7][CH2:6][N:5]5[C:4]6[CH2:3][C:2]([CH3:40])([CH3:1])[CH2:13][C:12]=6[CH:11]=[C:10]5[C:9]4=[O:14])[C:20]=3[CH2:21][OH:22])[CH:28]=2)[CH:35]=[C:34]([CH3:36])[N:33]=1. The yield is 0.170. (4) The product is [Cl:1][C:2]1[C:3]2[C:4]3[CH2:5][CH:6]([CH2:15][CH2:16][OH:17])[CH2:7][CH2:8][C:9]=3[S:10][C:11]=2[N:12]=[CH:13][N:14]=1. The yield is 0.880. The reactants are [Cl:1][C:2]1[C:3]2[C:4]3[CH2:5][CH:6]([CH2:15][C:16](OCC)=[O:17])[CH2:7][CH2:8][C:9]=3[S:10][C:11]=2[N:12]=[CH:13][N:14]=1.CC(C[AlH]CC(C)C)C. The catalyst is C1COCC1. (5) The reactants are [F:1][CH:2]([F:5])[CH2:3]I.[Cl:6][C:7]1[N:12]=[CH:11][C:10]([CH2:13][NH2:14])=[CH:9][CH:8]=1.C(N(CC)CC)C. The catalyst is CN1CCCC1=O. The product is [Cl:6][C:7]1[N:12]=[CH:11][C:10]([CH2:13][NH:14][CH2:3][CH:2]([F:5])[F:1])=[CH:9][CH:8]=1. The yield is 0.795.